This data is from Forward reaction prediction with 1.9M reactions from USPTO patents (1976-2016). The task is: Predict the product of the given reaction. (1) Given the reactants [F:1][C:2]1[CH:7]=[CH:6][C:5]([C:8]2[CH:13]=[CH:12][C:11]([CH2:14][NH:15][CH2:16][C:17]3[CH:18]=[C:19]([CH:29]=[CH:30][CH:31]=3)[CH2:20][NH:21][C:22](=[O:28])[O:23][C:24]([CH3:27])([CH3:26])[CH3:25])=[CH:10][CH:9]=2)=[CH:4][CH:3]=1.C(N(CC)CC)C.[Cl:39][C:40]1[C:41]([OH:51])=[C:42]([S:47](Cl)(=[O:49])=[O:48])[CH:43]=[C:44]([Cl:46])[CH:45]=1, predict the reaction product. The product is: [Cl:39][C:40]1[C:41]([OH:51])=[C:42]([S:47]([N:15]([CH2:16][C:17]2[CH:18]=[C:19]([CH:29]=[CH:30][CH:31]=2)[CH2:20][NH:21][C:22](=[O:28])[O:23][C:24]([CH3:25])([CH3:26])[CH3:27])[CH2:14][C:11]2[CH:10]=[CH:9][C:8]([C:5]3[CH:4]=[CH:3][C:2]([F:1])=[CH:7][CH:6]=3)=[CH:13][CH:12]=2)(=[O:49])=[O:48])[CH:43]=[C:44]([Cl:46])[CH:45]=1. (2) Given the reactants [CH2:1]([C:3]1[N:11]=[C:10]([O:12][CH3:13])[C:9]([NH:14][C:15]([N:17]2[CH2:22][CH2:21][N:20]([C:23]3[CH:28]=[C:27]([F:29])[CH:26]=[C:25]([F:30])[CH:24]=3)[CH2:19][CH2:18]2)=[O:16])=[CH:8][C:4]=1[C:5](O)=[O:6])[CH3:2].[CH:31]1[C:44]2[C:35](=[N:36][C:37]3[C:42]([C:43]=2[NH:45][C:46]2[CH:47]=[C:48]([CH2:53][OH:54])[CH:49]=[C:50]([NH2:52])[CH:51]=2)=[CH:41][CH:40]=[CH:39][CH:38]=3)[CH:34]=[CH:33][CH:32]=1, predict the reaction product. The product is: [CH:31]1[C:44]2[C:35](=[N:36][C:37]3[C:42]([C:43]=2[NH:45][C:46]2[CH:51]=[C:50]([NH:52][C:5]([C:4]4[CH:8]=[C:9]([NH:14][C:15]([N:17]5[CH2:18][CH2:19][N:20]([C:23]6[CH:28]=[C:27]([F:29])[CH:26]=[C:25]([F:30])[CH:24]=6)[CH2:21][CH2:22]5)=[O:16])[C:10]([O:12][CH3:13])=[N:11][C:3]=4[CH2:1][CH3:2])=[O:6])[CH:49]=[C:48]([CH2:53][OH:54])[CH:47]=2)=[CH:41][CH:40]=[CH:39][CH:38]=3)[CH:34]=[CH:33][CH:32]=1. (3) Given the reactants [N:1]([CH2:4][C@H:5]1[C@H:11]([C:12]2[CH:17]=[CH:16][C:15]([Cl:18])=[C:14]([Cl:19])[CH:13]=2)[O:10][CH2:9][CH2:8][N:7]([C:20]([O:22][C:23]([CH3:26])([CH3:25])[CH3:24])=[O:21])[CH2:6]1)=[N+:2]=[N-:3].C(=O)([O-])[O-].[K+].[K+].[C:33]([O:39][CH3:40])(=[O:38])[CH2:34][C:35]([CH3:37])=O, predict the reaction product. The product is: [Cl:19][C:14]1[CH:13]=[C:12]([C@@H:11]2[O:10][CH2:9][CH2:8][N:7]([C:20]([O:22][C:23]([CH3:26])([CH3:25])[CH3:24])=[O:21])[CH2:6][C@H:5]2[CH2:4][N:1]2[C:35]([CH3:37])=[C:34]([C:33]([O:39][CH3:40])=[O:38])[N:3]=[N:2]2)[CH:17]=[CH:16][C:15]=1[Cl:18]. (4) Given the reactants [Br:1][C:2]1[CH:7]=[CH:6][C:5]([N:8]([C:16]2[S:17][CH:18]=[C:19]([CH2:21][O:22][C:23]3[C:28]4[CH:29]=[C:30]([C:32]5[N:33]=[C:34]6[N:38]([CH:39]=5)[N:37]=[C:36]([O:40][CH3:41])[S:35]6)[O:31][C:27]=4[CH:26]=[C:25]([O:42][CH3:43])[CH:24]=3)[N:20]=2)C(=O)OC(C)(C)C)=[C:4]([CH3:44])[CH:3]=1.C(O)(C(F)(F)F)=O.C1(C)C=CC=CC=1, predict the reaction product. The product is: [Br:1][C:2]1[CH:7]=[CH:6][C:5]([NH:8][C:16]2[S:17][CH:18]=[C:19]([CH2:21][O:22][C:23]3[C:28]4[CH:29]=[C:30]([C:32]5[N:33]=[C:34]6[N:38]([CH:39]=5)[N:37]=[C:36]([O:40][CH3:41])[S:35]6)[O:31][C:27]=4[CH:26]=[C:25]([O:42][CH3:43])[CH:24]=3)[N:20]=2)=[C:4]([CH3:44])[CH:3]=1. (5) Given the reactants [C:1]([O:5][C:6]([NH:8][C@@H:9]([C:20]([O:22][CH:23]1[CH2:27][CH2:26][CH2:25][CH2:24]1)=[O:21])[CH2:10][CH2:11][O:12][Si](C(C)(C)C)(C)C)=[O:7])([CH3:4])([CH3:3])[CH3:2].C(OCC)(=O)C, predict the reaction product. The product is: [OH:12][CH2:11][CH2:10][C@@H:9]([NH:8][C:6]([O:5][C:1]([CH3:4])([CH3:3])[CH3:2])=[O:7])[C:20]([O:22][CH:23]1[CH2:24][CH2:25][CH2:26][CH2:27]1)=[O:21]. (6) Given the reactants Br[C:2]1[CH:3]=[CH:4][C:5]([F:16])=[C:6]([NH:8][C:9]([C:11]2[S:12][CH:13]=[CH:14][CH:15]=2)=[O:10])[CH:7]=1.O1[CH2:21][CH2:20]OB1.[C:22](=[O:25])([O-])[O-].[Na+].[Na+].CC(=O)O[CH2:31][CH3:32].[Cl-].[Na+].O, predict the reaction product. The product is: [CH3:7][C:6]1[C:5]2[CH:4]=[C:20]([CH3:21])[C:31]([C:13]3[S:12][C:11]([C:9]([NH:8][C:6]4[CH:7]=[CH:2][CH:3]=[CH:4][C:5]=4[F:16])=[O:10])=[CH:15][CH:14]=3)=[CH:32][C:22]=2[O:25][N:8]=1.